From a dataset of Experimentally validated miRNA-target interactions with 360,000+ pairs, plus equal number of negative samples. Binary Classification. Given a miRNA mature sequence and a target amino acid sequence, predict their likelihood of interaction. (1) The miRNA is hsa-miR-6807-5p with sequence GUGAGCCAGUGGAAUGGAGAGG. The protein sequence of the target gene is MDSALSDPHNGSAEAGGPTNSTTRPPSTPEGIALAYGSLLLMALLPIFFGALRSVRCARGKNASDMPETITSRDAARFPIIASCTLLGLYLFFKIFSQEYINLLLSMYFFVLGILALSHTISPFMNKFFPASFPNRQYQLLFTQGSGENKEEIINYEFDTKDLVCLGLSSIVGVWYLLRKHWIANNLFGLAFSLNGVELLHLNNVSTGCILLGGLFIYDVFWVFGTNVMVTVAKSFEAPIKLVFPQDLLEKGLEANNFAMLGLGDVVIPGIFIALLLRFDISLKKNTHTYFYTSFAAYIF.... Result: 1 (interaction). (2) The miRNA is hsa-miR-500a-5p with sequence UAAUCCUUGCUACCUGGGUGAGA. The protein sequence of the target gene is MPFHHVTAGLLYKGNYLNRSLSAGSDSEQLANISVEELDEIREAFRVLDRDGNGFISKQELGMAMRSLGYMPSEVELAIIMQRLDMDGDGQVDFDEFMTILGPKLVSSEGRDGFLGNTIDSIFWQFDMQRITLEELKHILYHAFRDHLTMKDIENIIINEEESLNETSGNCQTEFEGVHSQKQNRQTCVRKSLICAFAMAFIISVMLIAANQILRSGME. Result: 0 (no interaction). (3) The miRNA is mmu-miR-297c-5p with sequence AUGUAUGUGUGCAUGUACAUGU. The protein sequence of the target gene is MGQLSSANNLFALELFHTLNESNPTGNTIFSPVSISSALAMVYLGARGSTAAQLSKTLHFDSAEDIHSQFQSLTAEVSKRGASHTLKLANRLYGEKTYNFLPEYLASIQKTYSADLALVDFQHASEDARKEINQWVKGQTEEKIQELFAVGVVDSMTKLVLVNATYFKGMWQKKFMARDTTDAPFRLSKKVTKTVKMMYLKNNLPFGYIPDLKCKVLEMPYQGGELSMVILLPEDIEDETTGLEEIEKQLTLEKLQECENLQNIDVCVKLPKFKMEESYILNSNLGQLGVQDLFSSSKAD.... Result: 0 (no interaction).